This data is from Catalyst prediction with 721,799 reactions and 888 catalyst types from USPTO. The task is: Predict which catalyst facilitates the given reaction. (1) Reactant: C(OC([NH:8][C:9]1[C:10]([C:18]([O:20][CH3:21])=[O:19])=[N:11][C:12]([CH2:15][O:16][CH3:17])=[CH:13][CH:14]=1)=O)(C)(C)C.FC(F)(F)C(O)=O.C([O-])([O-])=O.[Na+].[Na+]. Product: [CH3:21][O:20][C:18]([C:10]1[C:9]([NH2:8])=[CH:14][CH:13]=[C:12]([CH2:15][O:16][CH3:17])[N:11]=1)=[O:19]. The catalyst class is: 4. (2) Reactant: Br[C:2]1[CH:7]=[CH:6][C:5]([C:8]([F:20])([F:19])[O:9][C:10]2[CH:11]=[C:12]([F:18])[C:13]([F:17])=[C:14]([F:16])[CH:15]=2)=[C:4]([F:21])[CH:3]=1.[CH:22]([C:24]1[CH:29]=[CH:28][C:27](B(O)O)=[CH:26][CH:25]=1)=[O:23].C(=O)([O-])[O-].[K+].[K+].C1(P(C2C=CC=CC=2)C2C=CC=CC=2)C=CC=CC=1.Cl. Product: [F:19][C:8]([F:20])([O:9][C:10]1[CH:11]=[C:12]([F:18])[C:13]([F:17])=[C:14]([F:16])[CH:15]=1)[C:5]1[CH:6]=[CH:7][C:2]([C:27]2[CH:28]=[CH:29][C:24]([CH:22]=[O:23])=[CH:25][CH:26]=2)=[CH:3][C:4]=1[F:21]. The catalyst class is: 548.